This data is from HIV replication inhibition screening data with 41,000+ compounds from the AIDS Antiviral Screen. The task is: Binary Classification. Given a drug SMILES string, predict its activity (active/inactive) in a high-throughput screening assay against a specified biological target. (1) The drug is CCOC(=O)N(C)C1(c2ccccc2)CCN(CCCC(=O)c2ccc(F)cc2)CC1.Cl. The result is 0 (inactive). (2) The compound is O=C(O)CCC(=O)OCCNCCOC(=O)CCC(=O)O. The result is 0 (inactive). (3) The compound is CCOCNC(=N)NC#N. The result is 0 (inactive). (4) The compound is COC(=O)c1ccc2c(c1)CC1(C2)Cc2cc3c(cc2C1=O)CCC3. The result is 0 (inactive). (5) The compound is CCN(CC)CC(=N)N(CC)c1ccccc1. The result is 0 (inactive). (6) The compound is CN(C)C(CN)CC1=C(CC(CN)N(C)C)CCC1. The result is 0 (inactive). (7) The drug is O=c1n(CC2CS2)c2ccccc2n1CC1CS1. The result is 0 (inactive). (8) The drug is CC(=CCNc1ncnc2c1ncn2CCC#N)CO. The result is 0 (inactive). (9) The drug is CCC(OCc1ccccc1)C(C)=CCC(C)CO. The result is 0 (inactive). (10) The drug is Cn1nc(S(N)(=O)=O)sc1=NC(N)=S. The result is 0 (inactive).